This data is from Full USPTO retrosynthesis dataset with 1.9M reactions from patents (1976-2016). The task is: Predict the reactants needed to synthesize the given product. (1) Given the product [F:11][C:4]([F:3])([F:10])[C:5](=[O:7])[CH2:13][C:12]#[N:14], predict the reactants needed to synthesize it. The reactants are: [H-].[Na+].[F:3][C:4]([F:11])([F:10])[C:5]([O:7]CC)=O.[C:12](#[N:14])[CH3:13]. (2) The reactants are: C([O-])([O-])=O.[Cs+].[Cs+].[CH3:7][C:8]1[CH:13]=[C:12]([CH3:14])[N:11]=[C:10]([N:15]2[CH2:46][CH2:45][C:18]3([N:23]([CH2:24][C:25]4[CH:33]=[CH:32][CH:31]=[C:30]5[C:26]=4[CH:27]=[CH:28][N:29]5S(C4C=CC(C)=CC=4)(=O)=O)[C:22](=[O:44])[CH2:21][CH2:20][CH2:19]3)[CH2:17][CH2:16]2)[N:9]=1. Given the product [NH:29]1[C:30]2[C:26](=[C:25]([CH2:24][N:23]3[C:18]4([CH2:17][CH2:16][N:15]([C:10]5[N:11]=[C:12]([CH3:14])[CH:13]=[C:8]([CH3:7])[N:9]=5)[CH2:46][CH2:45]4)[CH2:19][CH2:20][CH2:21][C:22]3=[O:44])[CH:33]=[CH:32][CH:31]=2)[CH:27]=[CH:28]1, predict the reactants needed to synthesize it.